From a dataset of Full USPTO retrosynthesis dataset with 1.9M reactions from patents (1976-2016). Predict the reactants needed to synthesize the given product. (1) Given the product [CH2:1]([N:8]1[CH2:14][CH2:13][C:12]2[C:15]([Cl:19])=[C:16]([C:27](=[O:28])[C:26]([CH3:31])([CH3:30])[CH3:25])[S:17][C:11]=2[CH2:10][CH2:9]1)[C:2]1[CH:7]=[CH:6][CH:5]=[CH:4][CH:3]=1, predict the reactants needed to synthesize it. The reactants are: [CH2:1]([N:8]1[CH2:14][CH2:13][C:12]2[C:15]([Cl:19])=[C:16](Cl)[S:17][C:11]=2[CH2:10][CH2:9]1)[C:2]1[CH:7]=[CH:6][CH:5]=[CH:4][CH:3]=1.C([Li])CCC.[CH3:25][C:26]([CH3:31])([CH3:30])[C:27](Cl)=[O:28]. (2) Given the product [C:14]([CH:9]([CH2:8][C:5]1[CH:4]=[CH:3][C:2]([NH2:1])=[CH:7][CH:6]=1)[C:10]([OH:12])=[O:11])([O:16][CH2:17][CH:18]1[C:30]2[C:25](=[CH:26][CH:27]=[CH:28][CH:29]=2)[C:24]2[C:19]1=[CH:20][CH:21]=[CH:22][CH:23]=2)=[O:15], predict the reactants needed to synthesize it. The reactants are: [NH2:1][C:2]1[CH:7]=[CH:6][C:5]([CH2:8][CH2:9][C:10]([OH:12])=[O:11])=[CH:4][CH:3]=1.Cl[C:14]([O:16][CH2:17][CH:18]1[C:30]2[CH:29]=[CH:28][CH:27]=[CH:26][C:25]=2[C:24]2[C:19]1=[CH:20][CH:21]=[CH:22][CH:23]=2)=[O:15]. (3) Given the product [CH:2]1([CH2:5][O:6][C:7]2[CH:12]=[CH:11][C:10]([O:13][CH3:14])=[CH:9][C:8]=2[C:15]2[C:16]3[NH:23][C:22]([CH3:24])=[C:21]([C:25]([NH:27][C@@H:28]4[CH2:32][CH2:31][N:30]([C:37](=[O:36])[CH2:38][OH:39])[CH2:29]4)=[O:26])[C:17]=3[N:18]=[CH:19][N:20]=2)[CH2:4][CH2:3]1, predict the reactants needed to synthesize it. The reactants are: Cl.[CH:2]1([CH2:5][O:6][C:7]2[CH:12]=[CH:11][C:10]([O:13][CH3:14])=[CH:9][C:8]=2[C:15]2[C:16]3[NH:23][C:22]([CH3:24])=[C:21]([C:25]([NH:27][C@@H:28]4[CH2:32][CH2:31][NH:30][CH2:29]4)=[O:26])[C:17]=3[N:18]=[CH:19][N:20]=2)[CH2:4][CH2:3]1.C([O:36][CH2:37][C:38](Cl)=[O:39])(=O)C. (4) The reactants are: Cl.[Cl:2][C:3]1[CH:4]=[C:5]([CH3:16])[C:6]([S:11]([CH2:14][CH3:15])(=[O:13])=[O:12])=[C:7]([CH2:9][NH2:10])[CH:8]=1.[CH3:17][N:18](C(OC(C)(C)C)=O)[C@H:19]1[CH2:24][CH2:23][CH2:22][N:21]([CH2:25][C:26]2[CH:34]=[CH:33][C:29]([C:30](O)=[O:31])=[CH:28][C:27]=2[C:35]([F:38])([F:37])[F:36])[CH2:20]1. Given the product [Cl:2][C:3]1[CH:4]=[C:5]([CH3:16])[C:6]([S:11]([CH2:14][CH3:15])(=[O:13])=[O:12])=[C:7]([CH2:9][NH:10][C:30](=[O:31])[C:29]2[CH:33]=[CH:34][C:26]([CH2:25][N:21]3[CH2:22][CH2:23][CH2:24][C@H:19]([NH:18][CH3:17])[CH2:20]3)=[C:27]([C:35]([F:37])([F:36])[F:38])[CH:28]=2)[CH:8]=1, predict the reactants needed to synthesize it. (5) Given the product [I-:33].[Cl:30][C:27]1[CH:28]=[CH:29][C:24]([NH:23][C:21]([C:13]2[O:14][C:15]3[CH:20]=[CH:19][CH:18]=[CH:17][C:16]=3[C:12]=2[NH:11][C:9]([CH:6]2[CH2:7][CH2:8][CH:3]([N+:2]([CH3:32])([CH3:31])[CH3:1])[CH2:4][CH2:5]2)=[O:10])=[O:22])=[CH:25][CH:26]=1, predict the reactants needed to synthesize it. The reactants are: [CH3:1][N:2]([CH3:31])[C@H:3]1[CH2:8][CH2:7][C@H:6]([C:9]([NH:11][C:12]2[C:16]3[CH:17]=[CH:18][CH:19]=[CH:20][C:15]=3[O:14][C:13]=2[C:21]([NH:23][C:24]2[CH:29]=[CH:28][C:27]([Cl:30])=[CH:26][CH:25]=2)=[O:22])=[O:10])[CH2:5][CH2:4]1.[CH3:32][I:33]. (6) Given the product [C:26]1([C:30]2[CH:35]=[CH:34][CH:33]=[CH:32][CH:31]=2)[CH:27]=[CH:28][CH:29]=[C:24]([C:20]2[O:21][C:22]([CH3:23])=[C:18]([CH2:17][CH2:16][O:15][C:12]3[CH:13]=[CH:14][C:9]([O:8][C:5]([CH3:7])([CH3:6])[C:4]([OH:43])=[O:3])=[C:10]([CH2:36][CH:37]4[CH2:38][CH2:39][CH2:40][CH2:41][CH2:42]4)[CH:11]=3)[N:19]=2)[CH:25]=1, predict the reactants needed to synthesize it. The reactants are: C([O:3][C:4](=[O:43])[C:5]([O:8][C:9]1[CH:14]=[CH:13][C:12]([O:15][CH2:16][CH2:17][C:18]2[N:19]=[C:20]([C:24]3[CH:25]=[C:26]([C:30]4[CH:35]=[CH:34][CH:33]=[CH:32][CH:31]=4)[CH:27]=[CH:28][CH:29]=3)[O:21][C:22]=2[CH3:23])=[CH:11][C:10]=1[CH2:36][CH:37]1[CH2:42][CH2:41][CH2:40][CH2:39][CH2:38]1)([CH3:7])[CH3:6])C.[OH-].[Na+].